From a dataset of Forward reaction prediction with 1.9M reactions from USPTO patents (1976-2016). Predict the product of the given reaction. Given the reactants [Br:1]N1C(=O)CCC1=O.[F:9][C:10]([F:25])([F:24])[C:11]1[C:16]2[CH2:17][O:18][C@@H:19]3[C@H:23]([C:15]=2[CH:14]=[CH:13][CH:12]=1)[CH2:22][NH:21][CH2:20]3, predict the reaction product. The product is: [Br:1][C:13]1[CH:12]=[C:11]([C:10]([F:9])([F:24])[F:25])[C:16]2[CH2:17][O:18][C@@H:19]3[C@H:23]([C:15]=2[CH:14]=1)[CH2:22][NH:21][CH2:20]3.